The task is: Regression. Given a peptide amino acid sequence and an MHC pseudo amino acid sequence, predict their binding affinity value. This is MHC class I binding data.. This data is from Peptide-MHC class I binding affinity with 185,985 pairs from IEDB/IMGT. (1) The peptide sequence is KTPWDRFCK. The MHC is HLA-B08:01 with pseudo-sequence HLA-B08:01. The binding affinity (normalized) is 0.0847. (2) The peptide sequence is AGVWSQDKW. The MHC is Mamu-B52 with pseudo-sequence Mamu-B52. The binding affinity (normalized) is 0.711. (3) The peptide sequence is SMLHQLWPYL. The MHC is H-2-Db with pseudo-sequence H-2-Db. The binding affinity (normalized) is 0.526. (4) The binding affinity (normalized) is 0.0847. The peptide sequence is RVEESRARL. The MHC is HLA-A69:01 with pseudo-sequence HLA-A69:01. (5) The peptide sequence is YPLTFGWCY. The MHC is HLA-B44:03 with pseudo-sequence HLA-B44:03. The binding affinity (normalized) is 0.0886.